This data is from NCI-60 drug combinations with 297,098 pairs across 59 cell lines. The task is: Regression. Given two drug SMILES strings and cell line genomic features, predict the synergy score measuring deviation from expected non-interaction effect. (1) Drug 1: C1=C(C(=O)NC(=O)N1)F. Drug 2: CC1=C(N=C(N=C1N)C(CC(=O)N)NCC(C(=O)N)N)C(=O)NC(C(C2=CN=CN2)OC3C(C(C(C(O3)CO)O)O)OC4C(C(C(C(O4)CO)O)OC(=O)N)O)C(=O)NC(C)C(C(C)C(=O)NC(C(C)O)C(=O)NCCC5=NC(=CS5)C6=NC(=CS6)C(=O)NCCC[S+](C)C)O. Cell line: SF-295. Synergy scores: CSS=49.8, Synergy_ZIP=-5.96, Synergy_Bliss=-2.36, Synergy_Loewe=1.55, Synergy_HSA=3.51. (2) Drug 1: COC1=CC(=CC(=C1O)OC)C2C3C(COC3=O)C(C4=CC5=C(C=C24)OCO5)OC6C(C(C7C(O6)COC(O7)C8=CC=CS8)O)O. Drug 2: CC12CCC3C(C1CCC2OP(=O)(O)O)CCC4=C3C=CC(=C4)OC(=O)N(CCCl)CCCl.[Na+]. Cell line: A498. Synergy scores: CSS=28.3, Synergy_ZIP=-0.375, Synergy_Bliss=-0.791, Synergy_Loewe=-28.7, Synergy_HSA=0.0881. (3) Drug 1: CC(C)NC(=O)C1=CC=C(C=C1)CNNC.Cl. Drug 2: C1CN(P(=O)(OC1)NCCCl)CCCl. Cell line: A549. Synergy scores: CSS=4.49, Synergy_ZIP=-2.95, Synergy_Bliss=-1.76, Synergy_Loewe=-0.696, Synergy_HSA=-0.216. (4) Drug 1: CC1=C(C(=CC=C1)Cl)NC(=O)C2=CN=C(S2)NC3=CC(=NC(=N3)C)N4CCN(CC4)CCO. Drug 2: CC(C)NC(=O)C1=CC=C(C=C1)CNNC.Cl. Cell line: NCI-H522. Synergy scores: CSS=3.92, Synergy_ZIP=-1.49, Synergy_Bliss=-0.283, Synergy_Loewe=1.72, Synergy_HSA=1.46. (5) Drug 1: CCCCCOC(=O)NC1=NC(=O)N(C=C1F)C2C(C(C(O2)C)O)O. Drug 2: C(CN)CNCCSP(=O)(O)O. Cell line: NCI-H226. Synergy scores: CSS=-6.12, Synergy_ZIP=2.99, Synergy_Bliss=0.930, Synergy_Loewe=-3.94, Synergy_HSA=-4.59. (6) Drug 1: CC1=C(C=C(C=C1)NC2=NC=CC(=N2)N(C)C3=CC4=NN(C(=C4C=C3)C)C)S(=O)(=O)N.Cl. Drug 2: COC1=C2C(=CC3=C1OC=C3)C=CC(=O)O2. Cell line: NCI-H226. Synergy scores: CSS=9.63, Synergy_ZIP=-1.02, Synergy_Bliss=2.86, Synergy_Loewe=-2.46, Synergy_HSA=0.0405. (7) Drug 1: CCC1=CC2CC(C3=C(CN(C2)C1)C4=CC=CC=C4N3)(C5=C(C=C6C(=C5)C78CCN9C7C(C=CC9)(C(C(C8N6C)(C(=O)OC)O)OC(=O)C)CC)OC)C(=O)OC.C(C(C(=O)O)O)(C(=O)O)O. Drug 2: CS(=O)(=O)CCNCC1=CC=C(O1)C2=CC3=C(C=C2)N=CN=C3NC4=CC(=C(C=C4)OCC5=CC(=CC=C5)F)Cl. Cell line: HCT116. Synergy scores: CSS=24.7, Synergy_ZIP=1.69, Synergy_Bliss=3.74, Synergy_Loewe=-30.4, Synergy_HSA=3.48.